From a dataset of Reaction yield outcomes from USPTO patents with 853,638 reactions. Predict the reaction yield, written as a fraction of the theoretical maximum amount of product (1.0 means a 100% yield; for example, 0.34 means a 34% yield). The reactants are [F:1][C:2]1[CH:10]=[C:9]2[C:5]([CH:6]=[N:7][N:8]2[C:11]([O:13][C:14]([CH3:17])([CH3:16])[CH3:15])=[O:12])=[CH:4][C:3]=1[CH:18]=[O:19].[BH4-].[Na+]. The catalyst is CO.O.CCOC(C)=O. The product is [OH:19][CH2:18][C:3]1[CH:4]=[C:5]2[C:9](=[CH:10][C:2]=1[F:1])[N:8]([C:11]([O:13][C:14]([CH3:17])([CH3:16])[CH3:15])=[O:12])[N:7]=[CH:6]2. The yield is 0.839.